Dataset: Reaction yield outcomes from USPTO patents with 853,638 reactions. Task: Predict the reaction yield, written as a fraction of the theoretical maximum amount of product (1.0 means a 100% yield; for example, 0.34 means a 34% yield). (1) The reactants are [H-].[Na+].O(CC1C=C2C(=O)NCCN2N=1)C1C=CC=CC=1.BrCC1CC1(F)F.[F:28][C:29]1([F:51])[CH2:31][CH:30]1[CH2:32][N:33]1[CH2:38][CH2:37][N:36]2[N:39]=[C:40]([CH2:42][O:43][C:44]3[CH:49]=[CH:48][CH:47]=[CH:46][CH:45]=3)[CH:41]=[C:35]2[C:34]1=[O:50]. The catalyst is CN(C=O)C.O. The product is [F:51][C:29]1([F:28])[CH2:31][C@@H:30]1[CH2:32][N:33]1[CH2:38][CH2:37][N:36]2[N:39]=[C:40]([CH2:42][O:43][C:44]3[CH:45]=[CH:46][CH:47]=[CH:48][CH:49]=3)[CH:41]=[C:35]2[C:34]1=[O:50]. The yield is 0.660. (2) The reactants are Br[C:2]1[CH:7]=[CH:6][C:5]([F:8])=[CH:4][N:3]=1.[C:9]([O-:12])(=[O:11])C.[Na+].C(Cl)Cl.[C]=O.[CH2:19](O)[CH3:20]. The catalyst is Cl[Pd]Cl. The product is [F:8][C:5]1[CH:6]=[CH:7][C:2]([C:9]([O:12][CH2:19][CH3:20])=[O:11])=[N:3][CH:4]=1. The yield is 0.580. (3) The reactants are Cl[C:2]1[N:10]=[C:9]([CH3:11])[N:8]=[C:7]2[C:3]=1[N:4]=[CH:5][N:6]2[CH:12]1[CH2:17][CH2:16][CH2:15][CH2:14][O:13]1.[F:18][C:19]1[C:24](B(O)O)=[CH:23][CH:22]=[CH:21][N:20]=1.C([O-])(=O)C.[K+]. The catalyst is CCO.CC(P(C(C)(C)C)C1C=CC(N(C)C)=CC=1)(C)C.CC(P(C(C)(C)C)C1C=CC(N(C)C)=CC=1)(C)C.Cl[Pd]Cl. The product is [F:18][C:19]1[C:24]([C:2]2[N:10]=[C:9]([CH3:11])[N:8]=[C:7]3[C:3]=2[N:4]=[CH:5][N:6]3[CH:12]2[CH2:17][CH2:16][CH2:15][CH2:14][O:13]2)=[CH:23][CH:22]=[CH:21][N:20]=1. The yield is 0.787. (4) The reactants are [CH3:1][O:2][C:3](=[O:18])[C:4]([C:8]1[CH:13]=[CH:12][C:11]([F:14])=[CH:10][C:9]=1[N+:15]([O-])=O)=[C:5]([OH:7])[CH3:6].[C]=O.N1C2C(=CC=CC=2)C=C1. The catalyst is C1([Fe](=C=O)=C=O)C=CC=C1.C1(C)C=CC=CC=1. The product is [F:14][C:11]1[CH:10]=[C:9]2[C:8]([C:4]([C:3]([O:2][CH3:1])=[O:18])=[C:5]([CH3:6])[NH:15]2)=[CH:13][CH:12]=1.[C:5]([C:4]1[C:8]2[C:9](=[CH:10][C:11]([F:14])=[CH:12][CH:13]=2)[NH:15][C:3]=1[O:2][CH3:1])(=[O:7])[CH3:6]. The yield is 0.250. (5) The catalyst is CN1C=CC=CC1.O1CCCC1. The reactants are [CH:1]1([Mg]Br)[CH2:3][CH2:2]1.Cl[C:7]1[N:12]=[CH:11][C:10]([C:13]2[CH:18]=[CH:17][N:16]=[C:15]([C:19]([NH:21][C:22]3[CH:27]=[CH:26][CH:25]=[C:24]([C:28]4[N:32]([CH:33]5[CH2:35][CH2:34]5)[CH:31]=[N:30][N:29]=4)[CH:23]=3)=[O:20])[CH:14]=2)=[CH:9][N:8]=1. The yield is 0.450. The product is [CH:33]1([N:32]2[CH:31]=[N:30][N:29]=[C:28]2[C:24]2[CH:23]=[C:22]([NH:21][C:19](=[O:20])[C:15]3[CH:14]=[C:13]([C:10]4[CH:9]=[N:8][C:7]([CH:1]5[CH2:3][CH2:2]5)=[N:12][CH:11]=4)[CH:18]=[CH:17][N:16]=3)[CH:27]=[CH:26][CH:25]=2)[CH2:35][CH2:34]1. (6) The reactants are [C:1]([C:3]1[CH:8]=[CH:7][C:6]([OH:9])=[CH:5][CH:4]=1)#[N:2].[CH2:10]1N2CN3CN(C2)CN1C3.S(=O)(=O)(O)O.[OH2:25]. The catalyst is FC(F)(F)C(O)=O. The product is [C:1]([C:3]1[CH:4]=[CH:5][C:6]([OH:9])=[C:7]([CH:8]=1)[CH:10]=[O:25])#[N:2]. The yield is 0.130. (7) The reactants are [CH3:1][S:2]([CH2:4][CH2:5][C:6]1[C:7]([C:28]2[CH:33]=[CH:32][CH:31]=[CH:30][CH:29]=2)=[N:8][C:9]2[C:14]([C:15]=1[C:16]([NH:18][C@H:19]([C:22]1[CH:27]=[CH:26][CH:25]=[CH:24][CH:23]=1)[CH2:20][CH3:21])=[O:17])=[CH:13][CH:12]=[CH:11][CH:10]=2)=[O:3].C1C=C(Cl)C=C(C(OO)=[O:42])C=1.S([O-])([O-])(=O)=S.[Na+].[Na+].[OH-].[Na+]. The catalyst is C(Cl)Cl.O. The product is [CH3:1][S:2]([CH2:4][CH2:5][C:6]1[C:7]([C:28]2[CH:33]=[CH:32][CH:31]=[CH:30][CH:29]=2)=[N:8][C:9]2[C:14]([C:15]=1[C:16]([NH:18][C@H:19]([C:22]1[CH:23]=[CH:24][CH:25]=[CH:26][CH:27]=1)[CH2:20][CH3:21])=[O:17])=[CH:13][CH:12]=[CH:11][CH:10]=2)(=[O:42])=[O:3]. The yield is 0.650. (8) The reactants are [Br:1]Br.[C:3]([C:5]1[CH:10]=[CH:9][C:8]([C:11]2[N:12]=[C:13]3[CH:18]=[CH:17][CH:16]=[C:15]([C:19]([O:21][CH3:22])=[O:20])[N:14]3[CH:23]=2)=[CH:7][CH:6]=1)#[N:4]. The catalyst is C(Cl)Cl.CC(O)=O. The product is [Br:1][C:23]1[N:14]2[C:15]([C:19]([O:21][CH3:22])=[O:20])=[CH:16][CH:17]=[CH:18][C:13]2=[N:12][C:11]=1[C:8]1[CH:9]=[CH:10][C:5]([C:3]#[N:4])=[CH:6][CH:7]=1. The yield is 0.880. (9) The reactants are Br[C:2]1[CH:15]=[CH:14][CH:13]=[CH:12][C:3]=1[N:4]([CH3:11])[C:5]1[CH:10]=[CH:9][CH:8]=[CH:7][CH:6]=1.[Li]CCCC.[C:21]1(=O)[CH2:26][CH2:25][CH2:24][CH2:23][CH2:22]1.OS(O)(=O)=O. The catalyst is C1COCC1. The product is [CH3:11][N:4]1[C:5]2[C:10](=[CH:9][CH:8]=[CH:7][CH:6]=2)[C:21]2([CH2:26][CH2:25][CH2:24][CH2:23][CH2:22]2)[C:2]2[CH:15]=[CH:14][CH:13]=[CH:12][C:3]1=2. The yield is 0.300. (10) The reactants are [F:1][C:2]1[CH:7]=[CH:6][C:5](/[C:8](=[N:20]/O)/[CH:9]2[CH2:12][N:11]([C:13]([O:15][C:16]([CH3:19])([CH3:18])[CH3:17])=[O:14])[CH2:10]2)=[CH:4][CH:3]=1.[H][H]. The catalyst is CO.[Pd]. The product is [NH2:20][CH:8]([C:5]1[CH:4]=[CH:3][C:2]([F:1])=[CH:7][CH:6]=1)[CH:9]1[CH2:12][N:11]([C:13]([O:15][C:16]([CH3:19])([CH3:18])[CH3:17])=[O:14])[CH2:10]1. The yield is 0.740.